Predict the product of the given reaction. From a dataset of Forward reaction prediction with 1.9M reactions from USPTO patents (1976-2016). (1) The product is: [ClH:3].[NH2:5][C:6]1[N:11]=[CH:10][C:9](/[CH:12]=[CH:13]/[C:14]([N:38]([CH2:23][C:22]2[CH:26]=[CH:27][CH:28]=[C:29]([O:30][CH3:31])[C:21]=2[O:20][CH2:17][CH2:18][CH3:19])[CH3:36])=[O:16])=[CH:8][CH:7]=1. Given the reactants C(Cl)C[Cl:3].[NH2:5][C:6]1[N:11]=[CH:10][C:9](/[CH:12]=[CH:13]/[C:14]([OH:16])=O)=[CH:8][CH:7]=1.[CH2:17]([O:20][C:21]1[C:29]([O:30][CH3:31])=[CH:28][CH:27]=[CH:26][C:22]=1[CH2:23]CN)[CH2:18][CH3:19].C1C=CC2N(O)N=[N:38][C:36]=2C=1.O.CCN(C(C)C)C(C)C.Cl, predict the reaction product. (2) Given the reactants [CH3:1][O:2][C:3](=[O:14])[C:4]1[CH:9]=[CH:8][CH:7]=[C:6]([N+:10]([O-:12])=[O:11])[C:5]=1[CH3:13].[Br:15]N1C(=O)CCC1=O.C(OOC(=O)C1C=CC=CC=1)(=O)C1C=CC=CC=1.C1(=O)NC(=O)CC1, predict the reaction product. The product is: [CH3:1][O:2][C:3](=[O:14])[C:4]1[CH:9]=[CH:8][CH:7]=[C:6]([N+:10]([O-:12])=[O:11])[C:5]=1[CH2:13][Br:15]. (3) Given the reactants [H-].[Na+].[Br:3][C:4]1[S:8][C:7](C=O)=[CH:6][CH:5]=1.C([O:13][C:14](=[O:19])[CH2:15][N:16]=[N+:17]=[N-:18])C, predict the reaction product. The product is: [N:16]([CH2:15][C:14]([OH:19])=[O:13])=[N+:17]=[N-:18].[Br:3][C:4]1[S:8][CH:7]=[CH:6][CH:5]=1. (4) Given the reactants B.[F:2][C:3]([F:11])([F:10])[C:4]1([CH2:7][C:8]#[N:9])[CH2:6][CH2:5]1.[ClH:12], predict the reaction product. The product is: [ClH:12].[F:2][C:3]([F:11])([F:10])[C:4]1([CH2:7][CH2:8][NH2:9])[CH2:6][CH2:5]1. (5) Given the reactants [CH:1]1[C:13]2[NH:12][C:11]3[C:6](=[CH:7][CH:8]=[CH:9][CH:10]=3)[C:5]=2[CH:4]=[CH:3][CH:2]=1.Cl(O)(=O)(=O)=O.[C:19](OC(=O)C)(=[O:21])[CH3:20], predict the reaction product. The product is: [C:19]([N:12]1[C:11]2[CH:10]=[CH:9][CH:8]=[CH:7][C:6]=2[C:5]2[C:13]1=[CH:1][CH:2]=[CH:3][CH:4]=2)(=[O:21])[CH3:20].